Dataset: Full USPTO retrosynthesis dataset with 1.9M reactions from patents (1976-2016). Task: Predict the reactants needed to synthesize the given product. (1) Given the product [CH2:25]([O:1][C:2]1[C:10]2[O:9][C:8]([C:11]([C:13]3[C:14]([C:19]4[CH:24]=[CH:23][CH:22]=[CH:21][CH:20]=4)=[N:15][O:16][C:17]=3[CH3:18])=[O:12])=[CH:7][C:6]=2[CH:5]=[CH:4][CH:3]=1)[CH3:26], predict the reactants needed to synthesize it. The reactants are: [OH:1][C:2]1[C:10]2[O:9][C:8]([C:11]([C:13]3[C:14]([C:19]4[CH:24]=[CH:23][CH:22]=[CH:21][CH:20]=4)=[N:15][O:16][C:17]=3[CH3:18])=[O:12])=[CH:7][C:6]=2[CH:5]=[CH:4][CH:3]=1.[CH2:25](O)[CH3:26].C1(P(C2C=CC=CC=2)C2C=CC=CC=2)C=CC=CC=1.N(C(OCC)=O)=NC(OCC)=O. (2) Given the product [CH3:37][O:36][C:33]1[CH:34]=[CH:35][C:30]([CH2:29][N:13]2[C:9]3=[N:10][CH:11]=[CH:12][C:7]([O:6][C:5]4[CH:38]=[CH:39][C:2]([NH:1][C:54]([C:50]56[CH2:51][CH:52]5[CH2:53][N:48]([C:45]5[CH:46]=[CH:47][C:42]([F:41])=[CH:43][CH:44]=5)[C:49]6=[O:57])=[O:55])=[CH:3][C:4]=4[F:40])=[C:8]3[C:15]([N:16]3[CH2:17][CH2:18][N:19]([C:22]([O:24][C:25]([CH3:27])([CH3:28])[CH3:26])=[O:23])[CH2:20][CH2:21]3)=[N:14]2)=[CH:31][CH:32]=1, predict the reactants needed to synthesize it. The reactants are: [NH2:1][C:2]1[CH:39]=[CH:38][C:5]([O:6][C:7]2[CH:12]=[CH:11][N:10]=[C:9]3[N:13]([CH2:29][C:30]4[CH:35]=[CH:34][C:33]([O:36][CH3:37])=[CH:32][CH:31]=4)[N:14]=[C:15]([N:16]4[CH2:21][CH2:20][N:19]([C:22]([O:24][C:25]([CH3:28])([CH3:27])[CH3:26])=[O:23])[CH2:18][CH2:17]4)[C:8]=23)=[C:4]([F:40])[CH:3]=1.[F:41][C:42]1[CH:47]=[CH:46][C:45]([N:48]2[CH2:53][CH:52]3[C:50]([C:54](O)=[O:55])([CH2:51]3)[C:49]2=[O:57])=[CH:44][CH:43]=1.CCN=C=NCCCN(C)C.C1C=CC2N(O)N=NC=2C=1.[NH4+].[Cl-]. (3) Given the product [CH2:15]([NH:18][S:11]([CH2:10][C:7]1[CH:8]=[CH:9][C:4]([N+:1]([O-:3])=[O:2])=[CH:5][CH:6]=1)(=[O:13])=[O:12])[C:16]#[CH:17], predict the reactants needed to synthesize it. The reactants are: [N+:1]([C:4]1[CH:9]=[CH:8][C:7]([CH2:10][S:11](Cl)(=[O:13])=[O:12])=[CH:6][CH:5]=1)([O-:3])=[O:2].[CH2:15]([NH2:18])[C:16]#[CH:17]. (4) Given the product [C:1]([C:5]1[CH:10]=[C:9]([C:11]([C:14]2[CH:19]=[CH:18][CH:17]=[CH:16][CH:15]=2)([CH3:13])[CH3:12])[C:8]([OH:20])=[C:7]([CH:6]=1)[CH2:21][Br:27])([CH3:4])([CH3:3])[CH3:2], predict the reactants needed to synthesize it. The reactants are: [C:1]([C:5]1[CH:10]=[C:9]([C:11]([C:14]2[CH:19]=[CH:18][CH:17]=[CH:16][CH:15]=2)([CH3:13])[CH3:12])[C:8]([OH:20])=[C:7]([CH2:21]O)[CH:6]=1)([CH3:4])([CH3:3])[CH3:2].ClCCl.P(Br)(Br)[Br:27]. (5) Given the product [F:1][C:2]([F:14])([F:15])[C:3]1[CH:13]=[CH:12][C:6]([CH:7]([NH2:11])[C:8]([O:10][CH3:20])=[O:9])=[CH:5][CH:4]=1, predict the reactants needed to synthesize it. The reactants are: [F:1][C:2]([F:15])([F:14])[C:3]1[CH:13]=[CH:12][C:6]([CH:7]([NH2:11])[C:8]([OH:10])=[O:9])=[CH:5][CH:4]=1.S(Cl)(Cl)=O.[CH3:20]O.